From a dataset of Full USPTO retrosynthesis dataset with 1.9M reactions from patents (1976-2016). Predict the reactants needed to synthesize the given product. (1) Given the product [C:39]([N:3]1[C:4]2[C:9](=[CH:8][C:7]([O:24][CH:25]3[CH2:29][CH2:28][O:27][CH2:26]3)=[CH:6][CH:5]=2)[C@H:10]([NH:13][C:14](=[O:23])[O:15][CH2:16][C:17]2[CH:22]=[CH:21][CH:20]=[CH:19][CH:18]=2)[C@@H:11]([CH3:12])[C@@H:2]1[CH3:1])(=[O:41])[CH3:40], predict the reactants needed to synthesize it. The reactants are: [CH3:1][C@H:2]1[C@H:11]([CH3:12])[C@@H:10]([NH:13][C:14](=[O:23])[O:15][CH2:16][C:17]2[CH:22]=[CH:21][CH:20]=[CH:19][CH:18]=2)[C:9]2[C:4](=[CH:5][CH:6]=[C:7]([O:24][CH:25]3[CH2:29][CH2:28][O:27][CH2:26]3)[CH:8]=2)[NH:3]1.CCN(C(C)C)C(C)C.[C:39](Cl)(=[O:41])[CH3:40]. (2) Given the product [Br:20][C:18]1[CH:17]=[C:16]([F:21])[C:15]2[O:22][C:6](=[O:7])[NH:8][C:9]=2[CH:10]=1, predict the reactants needed to synthesize it. The reactants are: C1N=CN([C:6]([N:8]2C=N[CH:10]=[CH:9]2)=[O:7])C=1.NC1C=[C:18]([Br:20])[CH:17]=[C:16]([F:21])[C:15]=1[OH:22]. (3) The reactants are: [F:1][C:2]([F:21])([F:20])[C:3]([N:5]1[CH2:14][CH2:13][C:12]2[C:11]3[CH2:15][CH2:16][CH2:17][C@H:18](O)[C:10]=3[CH:9]=[CH:8][C:7]=2[CH2:6]1)=[O:4].C1C=CC(P([N:36]=[N+:37]=[N-:38])(C2C=CC=CC=2)=O)=CC=1.C1CCN2C(=NCCC2)CC1.Cl. Given the product [N:36]([C@H:18]1[C:10]2[CH:9]=[CH:8][C:7]3[CH2:6][N:5]([C:3](=[O:4])[C:2]([F:21])([F:20])[F:1])[CH2:14][CH2:13][C:12]=3[C:11]=2[CH2:15][CH2:16][CH2:17]1)=[N+:37]=[N-:38], predict the reactants needed to synthesize it. (4) Given the product [NH2:1][C@@H:4]1[CH2:9][C@@H:8]([CH2:10][CH2:11][CH2:12][CH:13]=[CH2:14])[O:7][C@:6]([C@@H:17]2[CH2:21][S:20][C:19](=[O:22])[N:18]2[CH2:23][C:24]2[CH:29]=[CH:28][C:27]([O:30][CH3:31])=[CH:26][CH:25]=2)([O:15][CH3:16])[CH2:5]1, predict the reactants needed to synthesize it. The reactants are: [N:1]([C@@H:4]1[CH2:9][C@@H:8]([CH2:10][CH2:11][CH2:12][CH:13]=[CH2:14])[O:7][C@:6]([C@@H:17]2[CH2:21][S:20][C:19](=[O:22])[N:18]2[CH2:23][C:24]2[CH:29]=[CH:28][C:27]([O:30][CH3:31])=[CH:26][CH:25]=2)([O:15][CH3:16])[CH2:5]1)=[N+]=[N-].[NH4+].[Cl-]. (5) Given the product [NH2:1][C:2]1[N:7]([CH2:8][C:9]2[CH:14]=[CH:13][CH:12]=[CH:11][CH:10]=2)[C:6](=[O:15])[NH:5][C:4](=[O:16])[C:3]=1[Br:24], predict the reactants needed to synthesize it. The reactants are: [NH2:1][C:2]1[N:7]([CH2:8][C:9]2[CH:14]=[CH:13][CH:12]=[CH:11][CH:10]=2)[C:6](=[O:15])[NH:5][C:4](=[O:16])[CH:3]=1.C1C(=O)N([Br:24])C(=O)C1. (6) Given the product [CH3:1][O:2][C:3](=[O:20])[CH2:4][N:5]1[C:9]2[C:10]3([C@@H:11]4[CH2:13][C@@H:12]4[C:8]=2[C:7]([C:15]([O:17][CH2:18][CH3:19])=[O:16])=[N:6]1)[S:24][CH2:21][CH2:22][S:23]3, predict the reactants needed to synthesize it. The reactants are: [CH3:1][O:2][C:3](=[O:20])[CH2:4][N:5]1[C:9]2[C:10](=O)[C@@H:11]3[CH2:13][C@@H:12]3[C:8]=2[C:7]([C:15]([O:17][CH2:18][CH3:19])=[O:16])=[N:6]1.[CH2:21]([SH:24])[CH2:22][SH:23].C(O)(=O)C.B(F)(F)F.CCOCC. (7) Given the product [CH2:9]1[O:8][C:7]([C:18]2[O:19][CH:20]=[CH:21][CH:22]=2)([C:13]2[O:14][CH:15]=[CH:16][CH:17]=2)[C:6]2[CH:23]=[C:2]([C:27]3[CH:28]=[CH:29][C:30]([F:31])=[C:25]([Cl:24])[CH:26]=3)[CH:3]=[CH:4][C:5]=2[NH:11][C:10]1=[O:12], predict the reactants needed to synthesize it. The reactants are: Br[C:2]1[CH:3]=[CH:4][C:5]2[NH:11][C:10](=[O:12])[CH2:9][O:8][C:7]([C:18]3[O:19][CH:20]=[CH:21][CH:22]=3)([C:13]3[O:14][CH:15]=[CH:16][CH:17]=3)[C:6]=2[CH:23]=1.[Cl:24][C:25]1[CH:26]=[C:27](B(O)O)[CH:28]=[CH:29][C:30]=1[F:31]. (8) The reactants are: C([O:3][C:4](=[O:27])[C@@H:5]([O:25][CH3:26])[CH2:6][C:7]1[CH:12]=[CH:11][C:10]([O:13][CH2:14][CH2:15][CH2:16][O:17][C:18]2[CH:23]=[CH:22][C:21](I)=[CH:20][CH:19]=2)=[CH:9][CH:8]=1)C.[N:28]1[C:37]2[C:32](=[CH:33][CH:34]=[CH:35][C:36]=2B(O)O)[CH:31]=[CH:30][CH:29]=1. Given the product [CH3:26][O:25][C@@H:5]([CH2:6][C:7]1[CH:8]=[CH:9][C:10]([O:13][CH2:14][CH2:15][CH2:16][O:17][C:18]2[CH:19]=[CH:20][C:21]([C:36]3[CH:35]=[CH:34][CH:33]=[C:32]4[C:37]=3[N:28]=[CH:29][CH:30]=[CH:31]4)=[CH:22][CH:23]=2)=[CH:11][CH:12]=1)[C:4]([OH:3])=[O:27], predict the reactants needed to synthesize it. (9) Given the product [Cl:19][C:13]1[CH:14]=[C:15]([CH3:18])[CH:16]=[CH:17][C:12]=1[C:7]1[C:6]([C:4]([OH:5])=[O:3])=[CH:11][CH:10]=[CH:9][CH:8]=1, predict the reactants needed to synthesize it. The reactants are: C([O:3][C:4]([C:6]1[C:7]([C:12]2[CH:17]=[CH:16][C:15]([CH3:18])=[CH:14][C:13]=2[Cl:19])=[CH:8][CH:9]=[CH:10][CH:11]=1)=[O:5])C.[OH-].[Na+]. (10) Given the product [Cl:1][C:2]1[CH:7]=[CH:6][CH:5]=[C:4]([CH3:8])[C:3]=1[NH:9][C:10]1[NH:11][C:12]2[C:18]3[CH2:19][C:20]([CH3:23])([CH3:22])[O:21][C:17]=3[C:16]([C:24]([NH:39][C:38]3[CH:40]=[C:34]([CH:31]4[CH2:32][CH2:33]4)[CH:35]=[CH:36][C:37]=3[F:41])=[O:26])=[CH:15][C:13]=2[N:14]=1, predict the reactants needed to synthesize it. The reactants are: [Cl:1][C:2]1[CH:7]=[CH:6][CH:5]=[C:4]([CH3:8])[C:3]=1[NH:9][C:10]1[NH:11][C:12]2[C:18]3[CH2:19][C:20]([CH3:23])([CH3:22])[O:21][C:17]=3[C:16]([C:24]([OH:26])=O)=[CH:15][C:13]=2[N:14]=1.S(Cl)(Cl)=O.[CH:31]1([C:34]2[CH:35]=[CH:36][C:37]([F:41])=[C:38]([CH:40]=2)[NH2:39])[CH2:33][CH2:32]1.CCN(C(C)C)C(C)C.